This data is from Forward reaction prediction with 1.9M reactions from USPTO patents (1976-2016). The task is: Predict the product of the given reaction. (1) Given the reactants Br[CH2:2][C:3]1[C:4]([C:18]2[CH:23]=[CH:22][C:21]([F:24])=[CH:20][CH:19]=2)=[N:5][C:6]([N:12]([CH3:17])[S:13]([CH3:16])(=[O:15])=[O:14])=[N:7][C:8]=1[CH:9]([CH3:11])[CH3:10].C1(C)C=CC=CC=1.[C:32]1([PH2:38]([C:42]2[CH:47]=[CH:46][CH:45]=[CH:44][CH:43]=2)[O:39]CC)[CH:37]=[CH:36][CH:35]=[CH:34][CH:33]=1, predict the reaction product. The product is: [C:32]1([P:38](=[O:39])([C:42]2[CH:47]=[CH:46][CH:45]=[CH:44][CH:43]=2)[CH2:2][C:3]2[C:4]([C:18]3[CH:23]=[CH:22][C:21]([F:24])=[CH:20][CH:19]=3)=[N:5][C:6]([N:12]([CH3:17])[S:13]([CH3:16])(=[O:15])=[O:14])=[N:7][C:8]=2[CH:9]([CH3:11])[CH3:10])[CH:33]=[CH:34][CH:35]=[CH:36][CH:37]=1. (2) Given the reactants [C:1]([O:5][C:6]([N:8]([C:26]([O:28][C:29]([CH3:32])([CH3:31])[CH3:30])=[O:27])[C@@H:9]([C:23](O)=[O:24])[CH2:10][CH2:11][C@@H:12]([C:15]1[CH:20]=[CH:19][CH:18]=[C:17]([F:21])[C:16]=1[F:22])[CH2:13][NH2:14])=[O:7])([CH3:4])([CH3:3])[CH3:2].[CH:33]([C:35]1[S:36][CH:37]=[CH:38][N:39]=1)=O.C(O)(=O)C.C(O[BH-](OC(=O)C)OC(=O)C)(=O)C.[Na+].C1C=NC2N(O)N=NC=2C=1.C(N(C(C)C)CC)(C)C, predict the reaction product. The product is: [C:1]([O:5][C:6]([N:8]([C@@H:9]1[CH2:10][CH2:11][C@@H:12]([C:15]2[CH:20]=[CH:19][CH:18]=[C:17]([F:21])[C:16]=2[F:22])[CH2:13][N:14]([CH2:33][C:35]2[S:36][CH:37]=[CH:38][N:39]=2)[C:23]1=[O:24])[C:26]([O:28][C:29]([CH3:31])([CH3:32])[CH3:30])=[O:27])=[O:7])([CH3:3])([CH3:2])[CH3:4]. (3) Given the reactants Br[C:2]1[CH:7]=[CH:6][C:5]([CH:8]([N:14]2[CH2:28][CH2:27][C:17]3([O:22][CH2:21][C:20](=[O:23])[N:19]([CH:24]4[CH2:26][CH2:25]4)[CH2:18]3)[CH2:16][CH2:15]2)[CH2:9][C:10]([O:12][CH3:13])=[O:11])=[C:4]([F:29])[CH:3]=1.CC1(C)C(C)(C)OB([C:38]2[CH:47]=[C:46]3[C:41]([CH:42]=[CH:43][CH:44]=[N:45]3)=[CH:40][CH:39]=2)O1.C(=O)([O-])[O-].[K+].[K+], predict the reaction product. The product is: [CH:24]1([N:19]2[CH2:18][C:17]3([CH2:27][CH2:28][N:14]([CH:8]([C:5]4[CH:6]=[CH:7][C:2]([C:38]5[CH:47]=[C:46]6[C:41]([CH:42]=[CH:43][CH:44]=[N:45]6)=[CH:40][CH:39]=5)=[CH:3][C:4]=4[F:29])[CH2:9][C:10]([O:12][CH3:13])=[O:11])[CH2:15][CH2:16]3)[O:22][CH2:21][C:20]2=[O:23])[CH2:26][CH2:25]1. (4) Given the reactants [OH:1][C:2]1[C:19]([N+:20]([O-:22])=[O:21])=[CH:18][C:5]2[CH2:6][CH2:7][N:8]([C:11]([O:13][C:14]([CH3:17])([CH3:16])[CH3:15])=[O:12])[CH2:9][CH2:10][C:4]=2[CH:3]=1.C1C(=O)N([Br:30])C(=O)C1, predict the reaction product. The product is: [Br:30][C:3]1[C:4]2[CH2:10][CH2:9][N:8]([C:11]([O:13][C:14]([CH3:16])([CH3:17])[CH3:15])=[O:12])[CH2:7][CH2:6][C:5]=2[CH:18]=[C:19]([N+:20]([O-:22])=[O:21])[C:2]=1[OH:1]. (5) The product is: [Br:9][C:10]1[CH:15]=[CH:14][C:13]([C:2]2[S:3][CH:4]=[CH:5][C:6]=2[C:7]#[N:8])=[CH:12][CH:11]=1. Given the reactants I[C:2]1[S:3][CH:4]=[CH:5][C:6]=1[C:7]#[N:8].[Br:9][C:10]1[CH:15]=[CH:14][CH:13]=[CH:12][C:11]=1B(O)O.C(=O)([O-])[O-].[K+].[K+].C(COC)OC, predict the reaction product. (6) Given the reactants COC(=O)C(NC1C=C(Cl)C=C(Cl)C=1OCC1C=CC=CC=1)=CC([O-])=O.C[O:28][C:29]([C:31]1[CH:40]=[C:39]([CH2:41][CH2:42][CH2:43][CH2:44][CH2:45][CH3:46])[C:38]2[C:33](=[C:34]([O:47]CC3C=CC=CC=3)[CH:35]=[CH:36][CH:37]=2)[N:32]=1)=[O:30], predict the reaction product. The product is: [CH2:41]([C:39]1[C:38]2[C:33](=[C:34]([OH:47])[CH:35]=[CH:36][CH:37]=2)[N:32]=[C:31]([C:29]([OH:30])=[O:28])[CH:40]=1)[CH2:42][CH2:43][CH2:44][CH2:45][CH3:46]. (7) Given the reactants Cl[C:2]1[C:3]2[NH:10][CH:9]=[CH:8][C:4]=2[N:5]=[CH:6][N:7]=1.[O:11]([C:18]1[CH:19]=[C:20](B(O)O)[CH:21]=[CH:22][CH:23]=1)[C:12]1[CH:17]=[CH:16][CH:15]=[CH:14][CH:13]=1.O[CH:28]1[CH2:33][CH2:32][N:31]([C:34]([O:36]C(C)(C)C)=O)[CH2:30][CH2:29]1.[C:41](Cl)(=O)[CH:42]=C, predict the reaction product. The product is: [O:11]([C:18]1[CH:19]=[C:20]([C:2]2[C:3]3[N:10]([CH:28]4[CH2:29][CH2:30][N:31]([C:34](=[O:36])[CH:41]=[CH2:42])[CH2:32][CH2:33]4)[CH:9]=[CH:8][C:4]=3[N:5]=[CH:6][N:7]=2)[CH:21]=[CH:22][CH:23]=1)[C:12]1[CH:17]=[CH:16][CH:15]=[CH:14][CH:13]=1. (8) Given the reactants [C:1]([O:7][CH2:8][C:9]1[CH:14]=[CH:13][CH:12]=[CH:11][CH:10]=1)(=[O:6])[CH2:2][C:3]([CH3:5])=[O:4].[Cl:15][C:16]1[CH:23]=[CH:22][C:19]([CH2:20]Br)=[CH:18][CH:17]=1.C[Si](C)(C)[N-][Si](C)(C)C.[Na+], predict the reaction product. The product is: [Cl:15][C:16]1[CH:23]=[CH:22][C:19]([CH2:20][CH:2]([C:3](=[O:4])[CH3:5])[C:1]([O:7][CH2:8][C:9]2[CH:10]=[CH:11][CH:12]=[CH:13][CH:14]=2)=[O:6])=[CH:18][CH:17]=1. (9) Given the reactants [C:1]([C:5]1[CH:13]=[CH:12][C:8]([C:9]([OH:11])=O)=[CH:7][CH:6]=1)([CH3:4])([CH3:3])[CH3:2].Cl.Cl.[CH:16]1([N:20]2[CH2:25][CH2:24][NH:23][CH2:22][CH2:21]2)[CH2:19][CH2:18][CH2:17]1.C([O-])([O-])=O.[K+].[K+].ON1C2C=CC=CC=2N=N1.Cl.CN(C)CCCN=C=NCC, predict the reaction product. The product is: [C:1]([C:5]1[CH:6]=[CH:7][C:8]([C:9]([N:23]2[CH2:24][CH2:25][N:20]([CH:16]3[CH2:19][CH2:18][CH2:17]3)[CH2:21][CH2:22]2)=[O:11])=[CH:12][CH:13]=1)([CH3:2])([CH3:3])[CH3:4]. (10) Given the reactants Br[C:2]1[N:7]=[CH:6][C:5]([C:8]([N:10]2[CH2:15][CH2:14][N:13]([C:16]3[C:21]([CH3:22])=[CH:20][C:19]([CH:23]4[CH2:25][CH2:24]4)=[CH:18][N:17]=3)[CH2:12][CH2:11]2)=[O:9])=[CH:4][CH:3]=1.[CH3:26][N:27]1[C:31](=[O:32])[CH:30]([CH3:33])[NH:29][C:28]1=[O:34], predict the reaction product. The product is: [CH:23]1([C:19]2[CH:20]=[C:21]([CH3:22])[C:16]([N:13]3[CH2:14][CH2:15][N:10]([C:8]([C:5]4[CH:4]=[CH:3][C:2]([N:29]5[CH:30]([CH3:33])[C:31](=[O:32])[N:27]([CH3:26])[C:28]5=[O:34])=[N:7][CH:6]=4)=[O:9])[CH2:11][CH2:12]3)=[N:17][CH:18]=2)[CH2:25][CH2:24]1.